This data is from NCI-60 drug combinations with 297,098 pairs across 59 cell lines. The task is: Regression. Given two drug SMILES strings and cell line genomic features, predict the synergy score measuring deviation from expected non-interaction effect. Drug 1: CC1=C(C(CCC1)(C)C)C=CC(=CC=CC(=CC(=O)O)C)C. Drug 2: C1CC(=O)NC(=O)C1N2C(=O)C3=CC=CC=C3C2=O. Cell line: SK-MEL-5. Synergy scores: CSS=-5.30, Synergy_ZIP=3.59, Synergy_Bliss=3.90, Synergy_Loewe=-2.11, Synergy_HSA=-1.41.